Task: Predict the product of the given reaction.. Dataset: Forward reaction prediction with 1.9M reactions from USPTO patents (1976-2016) Given the reactants [F:1][C:2]1[CH:3]=[C:4]([C:10]2[CH:11]=[N:12][C:13]([NH2:16])=[N:14][CH:15]=2)[CH:5]=[CH:6][C:7]=1[O:8][CH3:9].Br[C:18]1[CH:23]=[CH:22][CH:21]=[CH:20][CH:19]=1.CC([O-])(C)C.[K+], predict the reaction product. The product is: [F:1][C:2]1[CH:3]=[C:4]([C:10]2[CH:15]=[N:14][C:13]([NH:16][C:18]3[CH:23]=[CH:22][CH:21]=[CH:20][CH:19]=3)=[N:12][CH:11]=2)[CH:5]=[CH:6][C:7]=1[O:8][CH3:9].